The task is: Predict the product of the given reaction.. This data is from Forward reaction prediction with 1.9M reactions from USPTO patents (1976-2016). (1) Given the reactants [CH2:1](O)[CH2:2][CH2:3][CH3:4].[C:6]([OH:14])(=[O:13])[C:7]1[CH:12]=[CH:11][CH:10]=[N:9][CH:8]=1, predict the reaction product. The product is: [C:6]([O:14][CH2:1][CH2:2][CH2:3][CH3:4])(=[O:13])[C:7]1[CH:12]=[CH:11][CH:10]=[N:9][CH:8]=1. (2) The product is: [Cl:19][C:17]1[CH:16]=[CH:15][C:14]2[N:8]([CH2:7][C:6]([CH3:47])([CH3:46])[CH2:5][OH:4])[C:9](=[O:45])[C@@H:10]([CH2:30][C:31]([NH:33][C:34]3[CH:44]=[CH:43][C:37]([C:38]([OH:40])=[O:39])=[CH:36][CH:35]=3)=[O:32])[O:11][C@H:12]([C:20]3[CH:25]=[CH:24][CH:23]=[C:22]([O:26][CH3:27])[C:21]=3[O:28][CH3:29])[C:13]=2[CH:18]=1. Given the reactants C([O:4][CH2:5][C:6]([CH3:47])([CH3:46])[CH2:7][N:8]1[C:14]2[CH:15]=[CH:16][C:17]([Cl:19])=[CH:18][C:13]=2[C@@H:12]([C:20]2[CH:25]=[CH:24][CH:23]=[C:22]([O:26][CH3:27])[C:21]=2[O:28][CH3:29])[O:11][C@H:10]([CH2:30][C:31]([NH:33][C:34]2[CH:44]=[CH:43][C:37]([C:38]([O:40]CC)=[O:39])=[CH:36][CH:35]=2)=[O:32])[C:9]1=[O:45])(=O)C.[OH-].[Na+].C(O)C, predict the reaction product.